This data is from Peptide-MHC class I binding affinity with 185,985 pairs from IEDB/IMGT. The task is: Regression. Given a peptide amino acid sequence and an MHC pseudo amino acid sequence, predict their binding affinity value. This is MHC class I binding data. (1) The binding affinity (normalized) is 0.0847. The peptide sequence is ILNSDDEQA. The MHC is HLA-B15:01 with pseudo-sequence HLA-B15:01. (2) The peptide sequence is VSTAPTGSW. The MHC is HLA-B27:05 with pseudo-sequence HLA-B27:05. The binding affinity (normalized) is 0.213.